Dataset: NCI-60 drug combinations with 297,098 pairs across 59 cell lines. Task: Regression. Given two drug SMILES strings and cell line genomic features, predict the synergy score measuring deviation from expected non-interaction effect. (1) Drug 1: C(CN)CNCCSP(=O)(O)O. Drug 2: CC12CCC3C(C1CCC2OP(=O)(O)O)CCC4=C3C=CC(=C4)OC(=O)N(CCCl)CCCl.[Na+]. Cell line: MCF7. Synergy scores: CSS=-8.96, Synergy_ZIP=4.60, Synergy_Bliss=2.38, Synergy_Loewe=-6.68, Synergy_HSA=-7.32. (2) Drug 1: C1=CC(=CC=C1C#N)C(C2=CC=C(C=C2)C#N)N3C=NC=N3. Drug 2: CC1C(C(=O)NC(C(=O)N2CCCC2C(=O)N(CC(=O)N(C(C(=O)O1)C(C)C)C)C)C(C)C)NC(=O)C3=C4C(=C(C=C3)C)OC5=C(C(=O)C(=C(C5=N4)C(=O)NC6C(OC(=O)C(N(C(=O)CN(C(=O)C7CCCN7C(=O)C(NC6=O)C(C)C)C)C)C(C)C)C)N)C. Cell line: NCI/ADR-RES. Synergy scores: CSS=-0.0490, Synergy_ZIP=3.65, Synergy_Bliss=7.16, Synergy_Loewe=-3.75, Synergy_HSA=2.59.